From a dataset of Full USPTO retrosynthesis dataset with 1.9M reactions from patents (1976-2016). Predict the reactants needed to synthesize the given product. (1) Given the product [F:1][C:2]([F:16])([F:15])[C:3]1[CH:10]=[CH:9][CH:8]=[C:7]([C:11]([F:14])([F:13])[F:12])[C:4]=1[CH2:5][NH:17][C:18]1[CH:19]=[C:20]2[C:24]3=[C:25]([CH2:27][S:28][CH2:29][CH2:30][N:23]3[C@H:22]3[CH2:31][CH2:32][NH:33][CH2:34][C@@H:21]23)[CH:26]=1, predict the reactants needed to synthesize it. The reactants are: [F:1][C:2]([F:16])([F:15])[C:3]1[CH:10]=[CH:9][CH:8]=[C:7]([C:11]([F:14])([F:13])[F:12])[C:4]=1[CH:5]=O.[NH2:17][C:18]1[CH:19]=[C:20]2[C:24]3=[C:25]([CH2:27][S:28][CH2:29][CH2:30][N:23]3[C@H:22]3[CH2:31][CH2:32][N:33](C(OC(C)(C)C)=O)[CH2:34][C@@H:21]23)[CH:26]=1. (2) The reactants are: [CH3:1][CH:2]1[CH2:7][CH2:6][N:5]([C:8](Cl)=[O:9])[CH2:4][CH2:3]1.Cl.[O:12]1[C:18]2[CH:19]=[CH:20][C:21]([C:23]3[S:27][C:26]([NH:28][C:29](=[O:31])[CH3:30])=[N:25][CH:24]=3)=[CH:22][C:17]=2[CH2:16][NH:15][CH2:14][CH2:13]1.C(=O)([O-])[O-].[K+].[K+].CO. Given the product [CH3:1][CH:2]1[CH2:7][CH2:6][N:5]([C:8]([N:15]2[CH2:16][C:17]3[CH:22]=[C:21]([C:23]4[S:27][C:26]([NH:28][C:29](=[O:31])[CH3:30])=[N:25][CH:24]=4)[CH:20]=[CH:19][C:18]=3[O:12][CH2:13][CH2:14]2)=[O:9])[CH2:4][CH2:3]1, predict the reactants needed to synthesize it.